From a dataset of Full USPTO retrosynthesis dataset with 1.9M reactions from patents (1976-2016). Predict the reactants needed to synthesize the given product. (1) Given the product [C:1]1([C:7]2[CH:25]=[CH:26][C:27]([NH2:30])=[N:28][CH:29]=2)[CH:6]=[CH:5][CH:4]=[CH:3][CH:2]=1, predict the reactants needed to synthesize it. The reactants are: [C:1]1([CH3:7])[CH:6]=[CH:5][CH:4]=[CH:3][CH:2]=1.C(=O)([O-])[O-].[Na+].[Na+].C1(B(O)O)C=CC=CC=1.IC1[CH:25]=[CH:26][C:27]([NH2:30])=[N:28][CH:29]=1. (2) Given the product [F:15][C:9]1[CH:10]=[C:11]([F:14])[CH:12]=[CH:13][C:8]=1[C:6]1[N:7]=[C:2]([NH:39][CH2:23][CH2:24][NH:25][C:26]2[N:31]=[C:30]([NH2:32])[C:29]([N+:33]([O-:35])=[O:34])=[CH:28][CH:27]=2)[C:3]2[N:4]([N:16]=[CH:17][N:18]=2)[CH:5]=1, predict the reactants needed to synthesize it. The reactants are: Cl[C:2]1[C:3]2[N:4]([N:16]=[CH:17][N:18]=2)[CH:5]=[C:6]([C:8]2[CH:13]=[CH:12][C:11]([F:14])=[CH:10][C:9]=2[F:15])[N:7]=1.Cl.Cl.NC[CH2:23][CH2:24][NH:25][C:26]1[N:31]=[C:30]([NH2:32])[C:29]([N+:33]([O-:35])=[O:34])=[CH:28][CH:27]=1.C([N:39](CC)C(C)C)(C)C. (3) Given the product [C:12]1([C:2]2[CH:7]=[C:6]([CH:8]([CH3:10])[CH3:9])[CH:5]=[CH:4][C:3]=2[NH2:11])[CH2:17][CH2:16][CH2:15][CH2:14][CH:13]=1, predict the reactants needed to synthesize it. The reactants are: Br[C:2]1[CH:7]=[C:6]([CH:8]([CH3:10])[CH3:9])[CH:5]=[CH:4][C:3]=1[NH2:11].[C:12]1(B(O)O)[CH2:17][CH2:16][CH2:15][CH2:14][CH:13]=1.C([O-])([O-])=O.[Na+].[Na+].CCOC(C)=O.